This data is from Reaction yield outcomes from USPTO patents with 853,638 reactions. The task is: Predict the reaction yield, written as a fraction of the theoretical maximum amount of product (1.0 means a 100% yield; for example, 0.34 means a 34% yield). (1) The reactants are [Cl-].O[NH3+:3].[C:4](=[O:7])([O-])[OH:5].[Na+].CS(C)=O.[C:13]([C:15]1[CH:20]=[CH:19][CH:18]=[CH:17][C:16]=1[C:21]1[CH:26]=[CH:25][C:24]([CH2:27][C:28]2[C:33](=[O:34])[N:32]([C:35]3[CH:48]=[CH:47][C:38]([O:39][C:40]([CH3:46])([CH3:45])[C:41]([O:43][CH3:44])=[O:42])=[CH:37][CH:36]=3)[C:31]([CH3:49])=[N:30][C:29]=2[CH2:50][CH2:51][CH3:52])=[CH:23][CH:22]=1)#[N:14]. The catalyst is O.C(OCC)(=O)C. The product is [CH3:46][C:40]([O:39][C:38]1[CH:37]=[CH:36][C:35]([N:32]2[C:33](=[O:34])[C:28]([CH2:27][C:24]3[CH:23]=[CH:22][C:21]([C:16]4[CH:17]=[CH:18][CH:19]=[CH:20][C:15]=4[C:13]4[NH:3][C:4](=[O:7])[O:5][N:14]=4)=[CH:26][CH:25]=3)=[C:29]([CH2:50][CH2:51][CH3:52])[N:30]=[C:31]2[CH3:49])=[CH:48][CH:47]=1)([CH3:45])[C:41]([O:43][CH3:44])=[O:42]. The yield is 0.410. (2) The reactants are [Cl:1][C:2]1[S:6][C:5]([S:7]([NH:10][C@@H:11]2[CH2:16][CH2:15][CH2:14][CH2:13][C@H:12]2[CH2:17][OH:18])(=[O:9])=[O:8])=[CH:4][CH:3]=1.C(=O)([O-])[O-].[Cs+].[Cs+].Br[CH2:26][C:27]1[CH:32]=[CH:31][C:30]([C:33]2[O:34][CH:35]=[CH:36][N:37]=2)=[C:29]([F:38])[C:28]=1[F:39].O1C=NC(C2C=CC(CN([C@@H]3CCCC[C@H]3CO)S(C3C=CC(Cl)=CC=3)(=O)=O)=CC=2)=N1. No catalyst specified. The product is [Cl:1][C:2]1[S:6][C:5]([S:7]([N:10]([CH2:26][C:27]2[CH:32]=[CH:31][C:30]([C:33]3[O:34][CH:35]=[CH:36][N:37]=3)=[C:29]([F:38])[C:28]=2[F:39])[C@@H:11]2[CH2:16][CH2:15][CH2:14][CH2:13][C@H:12]2[CH2:17][OH:18])(=[O:9])=[O:8])=[CH:4][CH:3]=1. The yield is 0.170.